From a dataset of Full USPTO retrosynthesis dataset with 1.9M reactions from patents (1976-2016). Predict the reactants needed to synthesize the given product. Given the product [CH:5]([C:4]1[CH:3]=[C:2]([CH:9]=[CH:8][CH:7]=1)[O:1][C@H:11]([CH3:10])[C:12]([O:14][CH3:15])=[O:13])=[O:6], predict the reactants needed to synthesize it. The reactants are: [OH:1][C:2]1[CH:3]=[C:4]([CH:7]=[CH:8][CH:9]=1)[CH:5]=[O:6].[CH3:10][C@H:11](O)[C:12]([O:14][CH3:15])=[O:13].C1(P(C2C=CC=CC=2)C2C=CC=CC=2)C=CC=CC=1.N(C(OCC)=O)=NC(OCC)=O.C1(C)C=CC=CC=1.C(=O)([O-])O.[Na+].